Dataset: Catalyst prediction with 721,799 reactions and 888 catalyst types from USPTO. Task: Predict which catalyst facilitates the given reaction. Reactant: [CH2:1]([N:5]1[C:14]([CH2:15][NH:16]C(=O)OC(C)(C)C)=[C:13]([C:24]2[CH:29]=[CH:28][CH:27]=[CH:26][CH:25]=2)[C:12]2[C:7](=[CH:8][CH:9]=[C:10]([C:30]3[NH:34][C:33](=[O:35])[S:32][N:31]=3)[CH:11]=2)[C:6]1=[O:36])[CH:2]([CH3:4])[CH3:3].[ClH:37]. Product: [ClH:37].[NH2:16][CH2:15][C:14]1[N:5]([CH2:1][CH:2]([CH3:4])[CH3:3])[C:6](=[O:36])[C:7]2[C:12]([C:13]=1[C:24]1[CH:25]=[CH:26][CH:27]=[CH:28][CH:29]=1)=[CH:11][C:10]([C:30]1[NH:34][C:33](=[O:35])[S:32][N:31]=1)=[CH:9][CH:8]=2. The catalyst class is: 54.